This data is from Reaction yield outcomes from USPTO patents with 853,638 reactions. The task is: Predict the reaction yield, written as a fraction of the theoretical maximum amount of product (1.0 means a 100% yield; for example, 0.34 means a 34% yield). (1) The reactants are B(Br)(Br)Br.[CH2:5]([N:7]([CH2:35][CH3:36])[C:8]1[CH:34]=[CH:33][C:11]([CH:12]=[N:13][N:14](CC2C=CC(C)=CC=2)[C:15](=[O:24])[C:16]2[CH:21]=[CH:20][C:19]([O:22]C)=[CH:18][CH:17]=2)=[CH:10][CH:9]=1)[CH3:6].CO. The catalyst is C(Cl)Cl. The product is [CH2:35]([N:7]([CH2:5][CH3:6])[C:8]1[CH:9]=[CH:10][C:11]([CH:12]=[N:13][NH:14][C:15](=[O:24])[C:16]2[CH:21]=[CH:20][C:19]([OH:22])=[CH:18][CH:17]=2)=[CH:33][CH:34]=1)[CH3:36]. The yield is 0.410. (2) The reactants are [CH3:1][O:2][C:3]1[CH:13]=[CH:12][C:6]([O:7][CH2:8][CH2:9]C#N)=[CH:5][CH:4]=1.Cl.O.[C:16](=[O:19])([O-])[O-:17].[Na+].[Na+]. The catalyst is ClCCl. The product is [CH3:1][O:2][C:3]1[CH:13]=[CH:12][C:6]([O:7][CH2:8][CH2:9][C:16]([OH:17])=[O:19])=[CH:5][CH:4]=1. The yield is 0.860. (3) The reactants are [Cl:1][C:2]1[CH:18]=[CH:17][C:5]([O:6][C:7]2[CH:14]=[CH:13][C:12]([CH2:15]Cl)=[CH:11][C:8]=2[C:9]#[N:10])=[CH:4][C:3]=1[C:19]([F:22])([F:21])[F:20].[CH3:23][O:24][C:25]1[N:30]=[CH:29][C:28]([CH2:31][C:32]2[C:33](=[O:39])[NH:34][C:35](=[S:38])[NH:36][CH:37]=2)=[CH:27][N:26]=1.CCN(C(C)C)C(C)C. The catalyst is ClCCCl. The product is [Cl:1][C:2]1[CH:18]=[CH:17][C:5]([O:6][C:7]2[CH:14]=[CH:13][C:12]([CH2:15][S:38][C:35]3[NH:36][CH:37]=[C:32]([CH2:31][C:28]4[CH:29]=[N:30][C:25]([O:24][CH3:23])=[N:26][CH:27]=4)[C:33](=[O:39])[N:34]=3)=[CH:11][C:8]=2[C:9]#[N:10])=[CH:4][C:3]=1[C:19]([F:22])([F:21])[F:20]. The yield is 0.216. (4) The reactants are [C:1]([OH:5])(=[O:4])[C:2]#[CH:3].[CH2:6](Br)[C:7]1[CH:12]=[CH:11][CH:10]=[CH:9][CH:8]=1.C([O-])([O-])=O.[Cs+].[Cs+]. The catalyst is CN(C=O)C. The product is [C:1]([O:5][CH2:6][C:7]1[CH:12]=[CH:11][CH:10]=[CH:9][CH:8]=1)(=[O:4])[C:2]#[CH:3]. The yield is 0.350. (5) The reactants are [Br:1][C:2]1[C:6]2[CH:7]=[N:8][C:9]([NH:11][C:12](=[O:18])OC(C)(C)C)=[CH:10][C:5]=2[N:4]([CH3:19])[CH:3]=1.ClC([C:23]1[CH:32]=[CH:31][C:26]([C:27]([O:29][CH3:30])=[O:28])=[CH:25][CH:24]=1)=O. The catalyst is Cl. The product is [Br:1][C:2]1[C:6]2[CH:7]=[N:8][C:9]([NH:11][C:12]([C:23]3[CH:32]=[CH:31][C:26]([C:27]([O:29][CH3:30])=[O:28])=[CH:25][CH:24]=3)=[O:18])=[CH:10][C:5]=2[N:4]([CH3:19])[CH:3]=1. The yield is 0.840. (6) The reactants are [F:1][C:2]1[CH:3]=[CH:4][C:5]2[O:9][C:8]([C:10]3[CH:15]=[CH:14][C:13]([O:16]C)=[CH:12][CH:11]=3)=[CH:7][C:6]=2[CH:18]=1.Cl.N1C=CC=CC=1. The catalyst is O. The product is [F:1][C:2]1[CH:3]=[CH:4][C:5]2[O:9][C:8]([C:10]3[CH:11]=[CH:12][C:13]([OH:16])=[CH:14][CH:15]=3)=[CH:7][C:6]=2[CH:18]=1. The yield is 0.130. (7) The reactants are [C:1]([O:5][C:6]([C:8]1[CH:9]=[C:10]([C:14]2[C:19]([CH3:20])=[CH:18][CH:17]=[CH:16][N+:15]=2[O-])[CH:11]=[CH:12][CH:13]=1)=[O:7])([CH3:4])([CH3:3])[CH3:2].[N:22]1C=CC=CC=1.CC1C=CC(S(Cl)(=O)=O)=CC=1.NCCO. The catalyst is C(#N)C. The product is [NH2:22][C:16]1[N:15]=[C:14]([C:10]2[CH:9]=[C:8]([CH:13]=[CH:12][CH:11]=2)[C:6]([O:5][C:1]([CH3:4])([CH3:3])[CH3:2])=[O:7])[C:19]([CH3:20])=[CH:18][CH:17]=1. The yield is 0.510.